Predict the reaction yield, written as a fraction of the theoretical maximum amount of product (1.0 means a 100% yield; for example, 0.34 means a 34% yield). From a dataset of Reaction yield outcomes from USPTO patents with 853,638 reactions. (1) The reactants are CC(C)=O.[OH:5][C@@H:6]1[C@@:13]([CH3:20])([CH2:14][CH2:15][CH:16]=[C:17]([CH3:19])[CH3:18])[C@@H:12]2[C@:21](O)([O:22]C)[C@@:8]([CH2:28][CH:29]=[C:30]([CH3:32])[CH3:31])([C:9]([O:26][CH3:27])=[CH:10][C:11]2=[O:25])[CH2:7]1.C1(C)C=CC(S([O-])(=O)=O)=CC=1.[NH+]1C=CC=CC=1.CCCCCC. The catalyst is O.CCOC(C)=O. The product is [OH:5][C@@H:6]1[C@@:13]([CH3:20])([CH2:14][CH2:15][CH:16]=[C:17]([CH3:18])[CH3:19])[C@@H:12]2[C:21](=[O:22])[C@@:8]([CH2:28][CH:29]=[C:30]([CH3:32])[CH3:31])([C:9]([O:26][CH3:27])=[CH:10][C:11]2=[O:25])[CH2:7]1. The yield is 0.900. (2) The reactants are [OH-].[Na+].Cl[C:4]1[N:9]=[C:8](Cl)[N:7]=[C:6](Cl)[N:5]=1.[CH2:12]([NH2:15])[CH2:13][CH3:14]. The catalyst is CC(C)=O.O. The product is [CH2:12]([NH:15][C:4]1[N:9]=[C:8]([NH:15][CH2:12][CH2:13][CH3:14])[N:7]=[CH:6][N:5]=1)[CH2:13][CH3:14]. The yield is 0.900. (3) The reactants are CC1C=C(C)C=C(C)C=1S([O-])(=O)=O.[NH2:14][N+:15]1[CH:20]=[CH:19][C:18]([C:21]#[N:22])=[CH:17][CH:16]=1.[C:23]([C:25]1[N:30]=[C:29]([O:31][CH3:32])[CH:28]=[CH:27][N:26]=1)#[CH:24].C(=O)([O-])[O-].[K+].[K+]. The catalyst is CN(C=O)C. The product is [CH3:32][O:31][C:29]1[CH:28]=[CH:27][N:26]=[C:25]([C:23]2[CH:24]=[N:14][N:15]3[CH:20]=[CH:19][C:18]([C:21]#[N:22])=[CH:17][C:16]=23)[N:30]=1. The yield is 0.740. (4) The yield is 0.710. The catalyst is ClCCl. The product is [C:6]([C:5]1[CH:8]=[CH:9][C:2]([N:17]2[CH2:22][CH2:21][CH2:20][C@@H:19]([NH:23][C:24]3[CH:29]=[CH:28][N:27]=[C:26]([C:30]4[CH:31]=[N:32][N:33]5[CH:38]=[CH:37][C:36]([C:39]#[N:40])=[CH:35][C:34]=45)[N:25]=3)[CH2:18]2)=[N:3][CH:4]=1)#[N:7]. The reactants are Cl[C:2]1[CH:9]=[CH:8][C:5]([C:6]#[N:7])=[CH:4][N:3]=1.C(N(CC)CC)C.[NH:17]1[CH2:22][CH2:21][CH2:20][C@@H:19]([NH:23][C:24]2[CH:29]=[CH:28][N:27]=[C:26]([C:30]3[CH:31]=[N:32][N:33]4[CH:38]=[CH:37][C:36]([C:39]#[N:40])=[CH:35][C:34]=34)[N:25]=2)[CH2:18]1.C(=O)([O-])O.[Na+]. (5) The reactants are C(=O)([O-])[O-].[K+].[K+].[C:15](O[C:15]([O:17][C:18]([CH3:21])([CH3:20])[CH3:19])=[O:16])([O:17][C:18]([CH3:21])([CH3:20])[CH3:19])=[O:16].[CH3:22][C:23]1[CH:37]=[CH:36][C:26]([C:27]([N:29]2[CH2:34][CH2:33][CH2:32][C@@H:31]([NH2:35])[CH2:30]2)=[O:28])=[CH:25][CH:24]=1.[Cl-].[Na+]. The catalyst is ClC1C=CC=CC=1. The product is [CH3:22][C:23]1[CH:24]=[CH:25][C:26]([C:27]([N:29]2[CH2:34][CH2:33][CH2:32][C@@H:31]([NH:35][C:15]([O:17][C:18]([CH3:19])([CH3:20])[CH3:21])=[O:16])[CH2:30]2)=[O:28])=[CH:36][CH:37]=1. The yield is 0.690.